Dataset: Retrosynthesis with 50K atom-mapped reactions and 10 reaction types from USPTO. Task: Predict the reactants needed to synthesize the given product. (1) Given the product Cc1c(-c2ccccc2S(C)(=O)=O)nc2cc(F)cc(F)c2c1N1CC2(CCOCC2)c2ncc(N3CCOCC3)cc21, predict the reactants needed to synthesize it. The reactants are: Cc1c(-c2ccccc2S(C)(=O)=O)nc2cc(F)cc(F)c2c1Cl.c1nc2c(cc1N1CCOCC1)NCC21CCOCC1. (2) Given the product CCCCC[C@H]1CC[C@H](c2cnc(-c3ccc(C#N)cc3)nc2)CC1, predict the reactants needed to synthesize it. The reactants are: CCCCC[C@H]1CC[C@H](c2cnc(-c3ccc(C(N)=O)cc3)nc2)CC1. (3) The reactants are: CC(C)(C)OC(=O)N1CCCC(CNc2cc(Br)ncc2[N+](=O)[O-])C1.N#Cc1cnc(N)cn1. Given the product CC(C)(C)OC(=O)N1CCCC(CNc2cc(Nc3cnc(C#N)cn3)ncc2[N+](=O)[O-])C1, predict the reactants needed to synthesize it. (4) Given the product CC(C)(C)OC(=O)NCCCN1CCCCC1=O, predict the reactants needed to synthesize it. The reactants are: CC(C)(C)OC(=O)NCCCBr.O=C1CCCCN1. (5) Given the product Cn1cc2c([C@@H]3C[C@H]3CNC(=O)c3ccc(Br)cc3)cccc2n1, predict the reactants needed to synthesize it. The reactants are: Cn1cc2c([C@@H]3C[C@H]3CN)cccc2n1.O=C(Cl)c1ccc(Br)cc1. (6) Given the product CNC(=O)COc1cc(C#N)ccc1CNC(=O)c1cc(Cl)ccc1O, predict the reactants needed to synthesize it. The reactants are: CNC(=O)COc1cc(C#N)ccc1CN.O=C(O)c1cc(Cl)ccc1O.